This data is from Catalyst prediction with 721,799 reactions and 888 catalyst types from USPTO. The task is: Predict which catalyst facilitates the given reaction. (1) Reactant: [CH2:1]([C:3]1[NH:7][C:6]([C:8]([NH:10][C@H:11]2[CH2:16][CH2:15][N:14]([C:17]3[CH:18]=[C:19]([CH:27]=[CH:28][CH:29]=3)[C:20]([O:22]C(C)(C)C)=[O:21])[CH2:13][C@H:12]2[O:30][CH3:31])=[O:9])=[N:5][C:4]=1[C:32]([F:35])([F:34])[F:33])[CH3:2].FC(F)(F)C(O)=O. Product: [CH2:1]([C:3]1[NH:7][C:6]([C:8]([NH:10][C@H:11]2[CH2:16][CH2:15][N:14]([C:17]3[CH:18]=[C:19]([CH:27]=[CH:28][CH:29]=3)[C:20]([OH:22])=[O:21])[CH2:13][C@H:12]2[O:30][CH3:31])=[O:9])=[N:5][C:4]=1[C:32]([F:34])([F:35])[F:33])[CH3:2]. The catalyst class is: 4. (2) Product: [N+:13]([C:16]1[CH:21]=[C:20]([N+:22]([O-:24])=[O:23])[CH:19]=[CH:18][C:17]=1[CH2:25][CH2:26][CH2:27][CH2:28][CH2:29][O:1][C:2]1[CH:11]=[C:10]2[C:5]([CH:6]=[CH:7][C:8](=[O:12])[O:9]2)=[CH:4][CH:3]=1)([O-:15])=[O:14]. The catalyst class is: 1. Reactant: [OH:1][C:2]1[CH:11]=[C:10]2[C:5]([CH:6]=[CH:7][C:8](=[O:12])[O:9]2)=[CH:4][CH:3]=1.[N+:13]([C:16]1[CH:21]=[C:20]([N+:22]([O-:24])=[O:23])[CH:19]=[CH:18][C:17]=1[CH2:25][CH2:26][CH2:27][CH2:28][CH2:29]O)([O-:15])=[O:14].C1(P(C2C=CC=CC=2)C2C=CC=CC=2)C=CC=CC=1.CC(OC(/N=N/C(OC(C)C)=O)=O)C. (3) Reactant: [CH:1]([S:4][C:5]1[N:10]=[C:9]([CH2:11][OH:12])[CH:8]=[CH:7][N:6]=1)([CH3:3])[CH3:2].[CH2:13]([O:15][C:16](=[O:28])[CH2:17][CH2:18][C:19]1[CH:24]=[C:23]([F:25])[C:22](O)=[C:21]([F:27])[CH:20]=1)[CH3:14].C1(P(C2C=CC=CC=2)C2C=CC=CC=2)C=CC=CC=1.N(C(OC(C)C)=O)=NC(OC(C)C)=O. Product: [CH2:13]([O:15][C:16](=[O:28])[CH2:17][CH2:18][C:19]1[CH:24]=[C:23]([F:25])[C:22]([O:12][CH2:11][C:9]2[CH:8]=[CH:7][N:6]=[C:5]([S:4][CH:1]([CH3:3])[CH3:2])[N:10]=2)=[C:21]([F:27])[CH:20]=1)[CH3:14]. The catalyst class is: 1. (4) Reactant: [Si:1]([O:8][C@H:9]1[CH2:14][CH2:13][CH2:12][C@@H:11]([C:15]2[N:16]=[CH:17][C:18]([NH2:21])=[N:19][CH:20]=2)[CH2:10]1)([C:4]([CH3:7])([CH3:6])[CH3:5])([CH3:3])[CH3:2].C1C(=O)N([Br:29])C(=O)C1. Product: [Br:29][C:17]1[C:18]([NH2:21])=[N:19][CH:20]=[C:15]([CH:11]2[CH2:12][CH2:13][CH2:14][CH:9]([O:8][Si:1]([C:4]([CH3:7])([CH3:5])[CH3:6])([CH3:3])[CH3:2])[CH2:10]2)[N:16]=1. The catalyst class is: 10. (5) Reactant: [Na+].[OH:2][C:3]1[CH:8]=[CH:7][C:6]([CH2:9][C@@H:10]([O:14][CH3:15])[C:11]([O-:13])=[O:12])=[CH:5][CH:4]=1.[CH3:16]S(O)(=O)=O. Product: [CH3:16][O:12][C:11](=[O:13])[C@H:10]([O:14][CH3:15])[CH2:9][C:6]1[CH:5]=[CH:4][C:3]([OH:2])=[CH:8][CH:7]=1. The catalyst class is: 5. (6) Reactant: [CH3:1][C:2]1[CH:11]=[CH:10][CH:9]=[C:8]2[C:3]=1[C:4]([S:12][CH3:13])=[N:5][CH:6]=[N:7]2.CC(N=NC(C#N)(C)C)(C#N)C.C1C(=O)N(Br)C(=O)C1.[N:34]([C@@H:37]1[CH2:42][CH2:41][NH:40][CH2:39][C@H:38]1[OH:43])=[N+:35]=[N-:36]. Product: [N:34]([C@@H:37]1[CH2:42][CH2:41][N:40]([CH2:1][C:2]2[CH:11]=[CH:10][CH:9]=[C:8]3[C:3]=2[C:4]([S:12][CH3:13])=[N:5][CH:6]=[N:7]3)[CH2:39][C@H:38]1[OH:43])=[N+:35]=[N-:36]. The catalyst class is: 53.